From a dataset of Reaction yield outcomes from USPTO patents with 853,638 reactions. Predict the reaction yield, written as a fraction of the theoretical maximum amount of product (1.0 means a 100% yield; for example, 0.34 means a 34% yield). The reactants are [Br:1][C:2]1[S:10][C:9]2[C:8](Cl)=[N:7][CH:6]=[N:5][C:4]=2[CH:3]=1.[N:12]1([C:18]([O:20][C:21]([CH3:24])([CH3:23])[CH3:22])=[O:19])[CH2:17][CH2:16][NH:15][CH2:14][CH2:13]1.C(N(CC)C(C)C)(C)C. The catalyst is C(#N)C. The product is [Br:1][C:2]1[S:10][C:9]2[C:8]([N:15]3[CH2:14][CH2:13][N:12]([C:18]([O:20][C:21]([CH3:24])([CH3:23])[CH3:22])=[O:19])[CH2:17][CH2:16]3)=[N:7][CH:6]=[N:5][C:4]=2[CH:3]=1. The yield is 0.930.